From a dataset of Forward reaction prediction with 1.9M reactions from USPTO patents (1976-2016). Predict the product of the given reaction. Given the reactants [NH2:1][C:2](=[O:20])[C@H:3]([NH:12][C:13](=[O:19])[O:14][C:15]([CH3:18])([CH3:17])[CH3:16])[CH2:4][C:5]1[CH:10]=[CH:9][C:8](I)=[CH:7][CH:6]=1.[N:21]1[CH:26]=[CH:25][CH:24]=[CH:23][C:22]=1B1OC(C)(C)C(C)(C)O1.C([O-])([O-])=O.[Cs+].[Cs+], predict the reaction product. The product is: [NH2:1][C:2](=[O:20])[C@H:3]([NH:12][C:13](=[O:19])[O:14][C:15]([CH3:18])([CH3:17])[CH3:16])[CH2:4][C:5]1[CH:10]=[CH:9][C:8]([C:22]2[CH:23]=[CH:24][CH:25]=[CH:26][N:21]=2)=[CH:7][CH:6]=1.